This data is from Reaction yield outcomes from USPTO patents with 853,638 reactions. The task is: Predict the reaction yield, written as a fraction of the theoretical maximum amount of product (1.0 means a 100% yield; for example, 0.34 means a 34% yield). The reactants are [F:1][C:2]1[CH:3]=[CH:4][C:5]([O:16][CH3:17])=[C:6]2[C:10]=1[NH:9][C:8]([C:11]([O:13]CC)=[O:12])=[CH:7]2.[OH-].[K+].Cl. The catalyst is C(O)C. The product is [F:1][C:2]1[CH:3]=[CH:4][C:5]([O:16][CH3:17])=[C:6]2[C:10]=1[NH:9][C:8]([C:11]([OH:13])=[O:12])=[CH:7]2. The yield is 0.620.